Task: Predict the product of the given reaction.. Dataset: Forward reaction prediction with 1.9M reactions from USPTO patents (1976-2016) (1) Given the reactants [CH3:1][O:2][C:3]1[CH:4]=[C:5]([OH:12])[CH:6]=[CH:7][C:8]=1[N+:9]([O-])=O.C(=O)([O-])[O-].[K+].[K+].Cl[C:20]1[C:21]2[NH:28][CH:27]=[CH:26][C:22]=2[N:23]=[CH:24][N:25]=1.C(N(CC)CC)C.[F:36][C:37]([F:48])([F:47])[C:38]1[CH:39]=[C:40]([N:44]=[C:45]=[O:46])[CH:41]=[CH:42][CH:43]=1, predict the reaction product. The product is: [CH3:1][O:2][C:3]1[CH:4]=[C:5]([O:12][C:20]2[C:21]3[NH:28][CH:27]=[CH:26][C:22]=3[N:23]=[CH:24][N:25]=2)[CH:6]=[CH:7][C:8]=1[NH:9][C:45]([NH:44][C:40]1[CH:41]=[CH:42][CH:43]=[C:38]([C:37]([F:36])([F:47])[F:48])[CH:39]=1)=[O:46]. (2) Given the reactants C(N([CH:7]([CH3:9])[CH3:8])CC)(C)C.[NH2:10][C:11]1[S:12][CH:13]=[C:14]([C:16](=[N:35][O:36][CH3:37])[C:17]([NH:19][CH:20]2[C:27](=[O:28])[N:26]3[CH:21]2[S:22][CH2:23][C:24]([CH2:32][O:33][CH3:34])=[C:25]3[C:29]([OH:31])=[O:30])=[O:18])[N:15]=1.S1(OSO1)(=O)=O.[Na].C(N(CC(O)=O)CC(O)=O)CN(CC(O)=O)C[C:49]([OH:51])=[O:50].[CH3:65][C:66](N(C)C)=[O:67], predict the reaction product. The product is: [CH3:9][CH:7]([O:51][C:49]([O:67][CH:66]([O:30][C:29]([C:25]1[N:26]2[C:27]([C@@H:20]([NH:19][C:17](/[C:16](/[C:14]3[N:15]=[C:11]([NH2:10])[S:12][CH:13]=3)=[N:35]\[O:36][CH3:37])=[O:18])[C@H:21]2[S:22][CH2:23][C:24]=1[CH2:32][O:33][CH3:34])=[O:28])=[O:31])[CH3:65])=[O:50])[CH3:8]. (3) Given the reactants [NH:1]1[C:5]2[CH:6]=[CH:7][C:8]([NH2:10])=[CH:9][C:4]=2[N:3]=[CH:2]1.[N:11]([C:14]1[C:18]([CH3:19])=[CH:17][S:16][C:15]=1[C:20](OC)=[O:21])=[C:12]=[S:13], predict the reaction product. The product is: [NH:1]1[C:5]2[CH:6]=[CH:7][C:8]([N:10]3[C:20](=[O:21])[C:15]4[S:16][CH:17]=[C:18]([CH3:19])[C:14]=4[NH:11][C:12]3=[S:13])=[CH:9][C:4]=2[N:3]=[CH:2]1. (4) The product is: [C:11]([O:15][C:16]([N:18]1[CH2:23][CH2:22][N:21]([C:6](=[O:7])[C:5]2[CH:9]=[CH:10][C:2]([I:1])=[CH:3][CH:4]=2)[CH2:20][CH2:19]1)=[O:17])([CH3:14])([CH3:12])[CH3:13]. Given the reactants [I:1][C:2]1[CH:10]=[CH:9][C:5]([C:6](Cl)=[O:7])=[CH:4][CH:3]=1.[C:11]([O:15][C:16]([N:18]1[CH2:23][CH2:22][NH:21][CH2:20][CH2:19]1)=[O:17])([CH3:14])([CH3:13])[CH3:12].[OH-].[Na+].O, predict the reaction product. (5) The product is: [Cl:27][C:21]1[CH:22]=[C:23]([Cl:26])[CH:24]=[CH:25][C:20]=1[N:19]1[C:15]([C:12]2[CH:11]=[CH:10][C:9]([OH:8])=[CH:14][CH:13]=2)=[C:16]([CH3:38])[C:17]([C:28]([NH:30][C:31]2[CH:36]=[CH:35][C:34]([CH3:37])=[CH:33][N:32]=2)=[O:29])=[N:18]1. Given the reactants C([O:8][C:9]1[CH:14]=[CH:13][C:12]([C:15]2[N:19]([C:20]3[CH:25]=[CH:24][C:23]([Cl:26])=[CH:22][C:21]=3[Cl:27])[N:18]=[C:17]([C:28]([NH:30][C:31]3[CH:36]=[CH:35][C:34]([CH3:37])=[CH:33][N:32]=3)=[O:29])[C:16]=2[CH3:38])=[CH:11][CH:10]=1)C1C=CC=CC=1.Br.C([O-])([O-])=O.[Na+].[Na+].C(Cl)Cl, predict the reaction product. (6) Given the reactants CC#N.C([O:6][P:7]([C:12]([CH3:16])([CH3:15])[CH2:13][NH2:14])(=[O:11])[O:8]CC)C.C[Si](Br)(C)C, predict the reaction product. The product is: [NH2:14][CH2:13][C:12]([P:7](=[O:6])([OH:11])[OH:8])([CH3:16])[CH3:15]. (7) Given the reactants [C:1]([C:3]1[CH:8]=[CH:7][C:6]([C@@H:9]([O:12][CH:13]2[CH2:18][CH2:17][CH2:16][CH2:15][O:14]2)[CH2:10][OH:11])=[CH:5][CH:4]=1)#[CH:2].Br[CH2:20][CH2:21][CH2:22][O:23][CH:24]1[CH2:29][CH2:28][CH2:27][CH2:26][O:25]1.[OH-].[K+].Cl, predict the reaction product. The product is: [C:1]([C:3]1[CH:4]=[CH:5][C:6]([C@@H:9]([O:12][CH:13]2[CH2:18][CH2:17][CH2:16][CH2:15][O:14]2)[CH2:10][O:11][CH2:20][CH2:21][CH2:22][O:23][CH:24]2[CH2:29][CH2:28][CH2:27][CH2:26][O:25]2)=[CH:7][CH:8]=1)#[CH:2]. (8) Given the reactants [CH3:1][Li].[OH:3][C:4]1[C:5]([CH3:23])=[C:6]2[C:11](=[C:12]([CH3:15])[C:13]=1[CH3:14])[O:10][C:9]([CH3:22])([C:16](N(OC)C)=[O:17])[CH2:8][CH2:7]2.[NH4+].[Cl-], predict the reaction product. The product is: [OH:3][C:4]1[C:5]([CH3:23])=[C:6]2[C:11](=[C:12]([CH3:15])[C:13]=1[CH3:14])[O:10][C:9]([C:16](=[O:17])[CH3:1])([CH3:22])[CH2:8][CH2:7]2. (9) Given the reactants Cl[C:2]1[CH:7]=[CH:6][CH:5]=[C:4]([O:8][CH3:9])[N:3]=1.C(N)C[NH2:12], predict the reaction product. The product is: [CH3:9][O:8][C:4]1[N:3]=[C:2]([NH2:12])[CH:7]=[CH:6][CH:5]=1. (10) Given the reactants [OH:1][CH:2]1[CH2:5][CH:4]([C:6]#[N:7])[CH2:3]1.[H-].[Na+].[CH3:10][O:11][C:12]1[CH:19]=[CH:18][C:15]([CH2:16]Cl)=[CH:14][CH:13]=1, predict the reaction product. The product is: [CH3:10][O:11][C:12]1[CH:19]=[CH:18][C:15]([CH2:16][O:1][CH:2]2[CH2:5][CH:4]([C:6]#[N:7])[CH2:3]2)=[CH:14][CH:13]=1.